This data is from Full USPTO retrosynthesis dataset with 1.9M reactions from patents (1976-2016). The task is: Predict the reactants needed to synthesize the given product. (1) Given the product [CH3:1][O:2][C:3]([C:5]1[N:6]([S:11]([C:14]2[CH:19]=[CH:18][C:17]([CH3:20])=[CH:16][CH:15]=2)(=[O:13])=[O:12])[CH:7]=[C:8]([B:21]2[O:25][C:24]([CH3:27])([CH3:26])[C:23]([CH3:29])([CH3:28])[O:22]2)[CH:9]=1)=[O:4], predict the reactants needed to synthesize it. The reactants are: [CH3:1][O:2][C:3]([C:5]1[N:6]([S:11]([C:14]2[CH:19]=[CH:18][C:17]([CH3:20])=[CH:16][CH:15]=2)(=[O:13])=[O:12])[CH:7]=[C:8](I)[CH:9]=1)=[O:4].[B:21]1([B:21]2[O:25][C:24]([CH3:27])([CH3:26])[C:23]([CH3:29])([CH3:28])[O:22]2)[O:25][C:24]([CH3:27])([CH3:26])[C:23]([CH3:29])([CH3:28])[O:22]1. (2) The reactants are: [CH:1]1([CH2:4][O:5][C:6]2[N:11]=[C:10]([C:12]([OH:14])=O)[CH:9]=[CH:8][C:7]=2[N:15]2[CH2:18][C:17]([F:20])([F:19])[CH2:16]2)[CH2:3][CH2:2]1.Cl.[F:22][C:23]1([F:30])[C:27]([F:29])([F:28])[CH2:26][NH:25][CH2:24]1.CN(C(ON1N=NC2C=CC=CC1=2)=[N+](C)C)C.[B-](F)(F)(F)F.CCN(C(C)C)C(C)C. Given the product [CH:1]1([CH2:4][O:5][C:6]2[N:11]=[C:10]([C:12]([N:25]3[CH2:26][C:27]([F:29])([F:28])[C:23]([F:30])([F:22])[CH2:24]3)=[O:14])[CH:9]=[CH:8][C:7]=2[N:15]2[CH2:18][C:17]([F:20])([F:19])[CH2:16]2)[CH2:2][CH2:3]1, predict the reactants needed to synthesize it. (3) Given the product [S:25](=[O:27])(=[O:26])([O:24][CH2:23][C@H:21]1[CH2:22][C@@H:18]([NH:17][C:13]2[CH:12]=[C:11]([NH:10][C@@H:1]3[C:9]4[C:4](=[CH:5][CH:6]=[CH:7][CH:8]=4)[CH2:3][CH2:2]3)[N:16]=[CH:15][N:14]=2)[CH2:19][C@@H:20]1[OH:36])[NH2:28], predict the reactants needed to synthesize it. The reactants are: [C@@H:1]1([NH:10][C:11]2[N:16]=[CH:15][N:14]=[C:13]([NH:17][C@@H:18]3[CH2:22][C@H:21]([CH2:23][O:24][S:25]([NH:28]C(=O)OC(C)(C)C)(=[O:27])=[O:26])[C@@H:20]([OH:36])[CH2:19]3)[CH:12]=2)[C:9]2[C:4](=[CH:5][CH:6]=[CH:7][CH:8]=2)[CH2:3][CH2:2]1.FC(F)(F)C(O)=O. (4) Given the product [CH3:35][CH:30]([CH2:29][C:24]1[NH:25][C:26]2[C:22]([CH:23]=1)=[CH:21][C:20]([O:19][CH2:37][CH2:38][CH2:39][NH:40][C:41]1[CH:46]=[CH:45][CH:44]=[CH:43][N:42]=1)=[CH:28][CH:27]=2)[C:31]([OH:33])=[O:32], predict the reactants needed to synthesize it. The reactants are: N(C(N1CCCCC1)=O)=NC(N1CCCCC1)=O.[OH:19][C:20]1[CH:21]=[C:22]2[C:26](=[CH:27][CH:28]=1)[NH:25][C:24]([CH2:29][CH:30]([CH3:35])[C:31]([O:33]C)=[O:32])=[CH:23]2.O[CH2:37][CH2:38][CH2:39][NH:40][C:41]1[CH:46]=[CH:45][CH:44]=[CH:43][N:42]=1.C(P(CCCC)CCCC)CCC. (5) Given the product [C:1]([NH:4][C:5]1[S:6][C:7]([C:11]2[N:12]=[C:13]([C:16]([OH:18])=[O:17])[S:14][CH:15]=2)=[C:8]([CH3:10])[N:9]=1)(=[O:3])[CH3:2], predict the reactants needed to synthesize it. The reactants are: [C:1]([NH:4][C:5]1[S:6][C:7]([C:11]2[N:12]=[C:13]([C:16]([O:18]CC)=[O:17])[S:14][CH:15]=2)=[C:8]([CH3:10])[N:9]=1)(=[O:3])[CH3:2].BrCC(C1SC(NC(=O)C)=NC=1C)=O.[OH-].[Na+].Cl. (6) Given the product [F:42][C:7]([F:6])([F:41])[C:8]1[C:13]([C:14]2[CH:15]=[CH:16][CH:17]=[CH:18][CH:19]=2)=[CH:12][C:11]([C:20]2[O:24][N:23]=[C:22]([C:25]3[CH:26]=[C:27]4[C:31](=[CH:32][CH:33]=3)[N:30]([CH2:34][CH2:35][C:36]([OH:38])=[O:37])[CH:29]=[CH:28]4)[N:21]=2)=[CH:10][CH:9]=1, predict the reactants needed to synthesize it. The reactants are: C(O)C.[OH-].[Na+].[F:6][C:7]([F:42])([F:41])[C:8]1[C:13]([C:14]2[CH:19]=[CH:18][CH:17]=[CH:16][CH:15]=2)=[CH:12][C:11]([C:20]2[O:24][N:23]=[C:22]([C:25]3[CH:26]=[C:27]4[C:31](=[CH:32][CH:33]=3)[N:30]([CH2:34][CH2:35][C:36]([O:38]CC)=[O:37])[CH:29]=[CH:28]4)[N:21]=2)=[CH:10][CH:9]=1.